Task: Predict the reactants needed to synthesize the given product.. Dataset: Full USPTO retrosynthesis dataset with 1.9M reactions from patents (1976-2016) (1) Given the product [CH2:1]([O:8][C:9]1[CH:32]=[CH:31][C:12]2[C:13]([CH2:16][CH2:17][CH:18]3[CH2:23][CH2:22][N:21]([C:24]([O:26][C:27]([CH3:29])([CH3:28])[CH3:30])=[O:25])[CH2:20][CH2:19]3)=[N:14][O:15][C:11]=2[C:10]=1[CH2:33][N:41]([CH3:42])[CH3:40])[C:2]1[CH:7]=[CH:6][CH:5]=[CH:4][CH:3]=1, predict the reactants needed to synthesize it. The reactants are: [CH2:1]([O:8][C:9]1[CH:32]=[CH:31][C:12]2[C:13]([CH2:16][CH2:17][CH:18]3[CH2:23][CH2:22][N:21]([C:24]([O:26][C:27]([CH3:30])([CH3:29])[CH3:28])=[O:25])[CH2:20][CH2:19]3)=[N:14][O:15][C:11]=2[C:10]=1[CH2:33]O)[C:2]1[CH:7]=[CH:6][CH:5]=[CH:4][CH:3]=1.CS(Cl)(=O)=O.[CH3:40][NH:41][CH3:42].[I-].[Na+].[Cl-].[Na+]. (2) Given the product [Cl:8][C:7]1[CH:6]=[N:5][N:4]([CH2:9][O:10][CH3:11])[C:3](=[O:12])[C:2]=1[O:14][CH3:13], predict the reactants needed to synthesize it. The reactants are: Cl[C:2]1[C:3](=[O:12])[N:4]([CH2:9][O:10][CH3:11])[N:5]=[CH:6][C:7]=1[Cl:8].[CH3:13][O-:14].[Na+]. (3) Given the product [CH:39]([Si:32]([CH:33]([CH3:35])[CH3:34])([CH:36]([CH3:38])[CH3:37])[O:31][C@H:27]1[CH2:28][CH2:29][CH2:30][N:25]([C:22]2[N:20]3[CH:21]=[C:16]([O:12][C@H:5]4[C:6]5[C:11](=[CH:10][CH:9]=[CH:8][CH:7]=5)[C@@H:2]([NH2:1])[CH2:3][CH2:4]4)[CH:17]=[CH:18][C:19]3=[N:24][N:23]=2)[CH2:26]1)([CH3:41])[CH3:40], predict the reactants needed to synthesize it. The reactants are: [NH2:1][C@@H:2]1[C:11]2[C:6](=[CH:7][CH:8]=[CH:9][CH:10]=2)[C@H:5]([OH:12])[CH2:4][CH2:3]1.[H-].[Na+].F[C:16]1[CH:17]=[CH:18][C:19]2[N:20]([C:22]([N:25]3[CH2:30][CH2:29][CH2:28][C@H:27]([O:31][Si:32]([CH:39]([CH3:41])[CH3:40])([CH:36]([CH3:38])[CH3:37])[CH:33]([CH3:35])[CH3:34])[CH2:26]3)=[N:23][N:24]=2)[CH:21]=1. (4) Given the product [Cl:1][C:2]1[CH:10]=[C:6]2[C:5](=[CH:4][C:3]=1[N+:12]([O-:14])=[O:13])[N:11]=[CH:16][NH:17][C:7]2=[O:9], predict the reactants needed to synthesize it. The reactants are: [Cl:1][C:2]1[CH:10]=[C:6]([C:7]([OH:9])=O)[C:5]([NH2:11])=[CH:4][C:3]=1[N+:12]([O-:14])=[O:13].Cl.[CH:16](N)=[NH:17]. (5) Given the product [Cl:1][C:2]1[C:3]([F:30])=[C:4]([NH:8][C:9]2[C:18]3[C:13](=[CH:14][C:15]([O:28][CH3:29])=[C:16]([CH2:19][N:20]([CH2:21][CH2:22][N:23]4[CH2:24][CH2:25][CH2:26][CH2:27]4)[C@H:36]([C:34]([OH:35])=[O:33])[CH3:37])[CH:17]=3)[N:12]=[CH:11][N:10]=2)[CH:5]=[CH:6][CH:7]=1, predict the reactants needed to synthesize it. The reactants are: [Cl:1][C:2]1[C:3]([F:30])=[C:4]([NH:8][C:9]2[C:18]3[C:13](=[CH:14][C:15]([O:28][CH3:29])=[C:16]([CH2:19][NH:20][CH2:21][CH2:22][N:23]4[CH2:27][CH2:26][CH2:25][CH2:24]4)[CH:17]=3)[N:12]=[CH:11][N:10]=2)[CH:5]=[CH:6][CH:7]=1.CC[O:33][C:34]([C@H:36](OS(C(F)(F)F)(=O)=O)[CH3:37])=[O:35]. (6) Given the product [C:6]12([NH:13][C:14](=[O:20])[O:15][C:16]([CH3:18])([CH3:17])[CH3:19])[CH2:11][CH:10]3[CH2:9][CH:8]([CH2:12][CH:4]([NH:3][CH2:2]3)[CH2:5]1)[CH2:7]2, predict the reactants needed to synthesize it. The reactants are: O=[C:2]1[CH:10]2[CH2:11][C:6]3([NH:13][C:14](=[O:20])[O:15][C:16]([CH3:19])([CH3:18])[CH3:17])[CH2:7][CH:8]([CH2:12][CH:4]([CH2:5]3)[NH:3]1)[CH2:9]2.CO. (7) Given the product [C:2]([C:4]1[CH:5]=[C:6]([CH:12]=[CH:13][CH:14]=1)[CH2:7][S:8]([Cl:16])(=[O:10])=[O:9])#[N:3], predict the reactants needed to synthesize it. The reactants are: [Na+].[C:2]([C:4]1[CH:5]=[C:6]([CH:12]=[CH:13][CH:14]=1)[CH2:7][S:8]([O-])(=[O:10])=[O:9])#[N:3].P(Cl)(Cl)(Cl)(Cl)[Cl:16].